From a dataset of Full USPTO retrosynthesis dataset with 1.9M reactions from patents (1976-2016). Predict the reactants needed to synthesize the given product. (1) Given the product [CH3:16][S:17][C:18]1[N:20]=[CH:26][C:7]2[C:2](=[O:1])[N:3]([C:9]([O:11][C:12]([CH3:15])([CH3:14])[CH3:13])=[O:10])[CH2:4][CH2:5][C:6]=2[N:19]=1, predict the reactants needed to synthesize it. The reactants are: [O:1]=[C:2]1[CH2:7][C:6](=O)[CH2:5][CH2:4][N:3]1[C:9]([O:11][C:12]([CH3:15])([CH3:14])[CH3:13])=[O:10].[CH3:16][S:17][C:18]([NH2:20])=[NH:19].OS(O)(=O)=O.[CH2:26]([O-])C.[Na+]. (2) Given the product [Br:12][C:10]1[C:9]2[C:4](=[C:5]([Br:22])[CH:6]=[C:7]([C:13]([C:15]3[CH:20]=[CH:19][C:18]([Cl:21])=[CH:17][CH:16]=3)=[O:14])[CH:8]=2)[N:3]=[C:2]([O:30][CH3:32])[CH:11]=1, predict the reactants needed to synthesize it. The reactants are: Br[C:2]1[CH:11]=[C:10]([Br:12])[C:9]2[C:4](=[C:5]([Br:22])[CH:6]=[C:7]([C:13]([C:15]3[CH:20]=[CH:19][C:18]([Cl:21])=[CH:17][CH:16]=3)=[O:14])[CH:8]=2)[N:3]=1.C1(C)C=CC=CC=1.[O:30]([CH3:32])[Na].